Task: Predict which catalyst facilitates the given reaction.. Dataset: Catalyst prediction with 721,799 reactions and 888 catalyst types from USPTO (1) Reactant: [C:1]([OH:10])(=[O:9])[C@@H:2]([C@H:4]([C:6]([OH:8])=[O:7])[OH:5])[OH:3].[ClH:11].[CH3:12][CH2:13][CH:14]([N:16]1[N:21]=[CH:20][N:19]([C:22]2[CH:27]=[CH:26][C:25]([N:28]3[CH2:33][CH2:32][N:31]([C:34]4[CH:39]=[CH:38][C:37]([O:40][CH2:41][C@@H:42]5[O:46][C@:45]([C:53]6[CH:58]=[CH:57][C:56]([Cl:59])=[CH:55][C:54]=6[Cl:60])([CH2:47][N:48]6[N:52]=[CH:51][N:50]=[CH:49]6)[O:44][CH2:43]5)=[CH:36][CH:35]=4)[CH2:30][CH2:29]3)=[CH:24][CH:23]=2)[C:17]1=[O:18])[CH3:15].COC(C)(C)C. Product: [CH3:12][CH2:13][CH:14]([N:16]1[N:21]=[CH:20][N:19]([C:22]2[CH:27]=[CH:26][C:25]([N:28]3[CH2:33][CH2:32][N:31]([C:34]4[CH:39]=[CH:38][C:37]([O:40][CH2:41][C@@H:42]5[O:46][C@:45]([C:53]6[CH:58]=[CH:57][C:56]([Cl:59])=[CH:55][C:54]=6[Cl:60])([CH2:47][N:48]6[N:52]=[CH:51][N:50]=[CH:49]6)[O:44][CH2:43]5)=[CH:36][CH:35]=4)[CH2:30][CH2:29]3)=[CH:24][CH:23]=2)[C:17]1=[O:18])[CH3:15].[ClH:11].[C:1]([OH:10])(=[O:9])[CH:2]([CH:4]([C:6]([OH:8])=[O:7])[OH:5])[OH:3]. The catalyst class is: 12. (2) Reactant: CS(C)=O.C(Cl)(=O)C(Cl)=O.[CH2:11]([N:18]1[C:22]([CH2:23][OH:24])=[CH:21][C:20]([O:25][CH:26]([CH3:28])[CH3:27])=[N:19]1)[C:12]1[CH:17]=[CH:16][CH:15]=[CH:14][CH:13]=1.Cl. Product: [CH2:11]([N:18]1[C:22]([CH:23]=[O:24])=[CH:21][C:20]([O:25][CH:26]([CH3:28])[CH3:27])=[N:19]1)[C:12]1[CH:13]=[CH:14][CH:15]=[CH:16][CH:17]=1. The catalyst class is: 236. (3) The catalyst class is: 6. Reactant: O.[PH2]([O-])=O.[Na+].S(=O)(=O)(O)O.C=C.C([O-])([O-])=O.C([O-])([O-])=O.OO.OO.OO.[Na+].[Na+].[Na+].[Na+].[Al:31].[Al+3].[CH2:33]([P:35](CC)(=[O:37])[O-:36])[CH3:34].[CH2:40]([P:42](CC)(=[O:44])[O-:43])[CH3:41].[CH2:47]([P:49](CC)(=[O:51])[O-:50])[CH3:48]. Product: [Al+3:31].[CH2:33]([P:35]([O-:37])[O-:36])[CH3:34].[CH2:40]([P:42]([O-:44])[O-:43])[CH3:41].[CH2:47]([P:49]([O-:51])[O-:50])[CH3:48].[Al+3:31]. (4) Reactant: Cl[C:2]1[C:3](=[O:11])[N:4]([CH2:9][CH3:10])[C:5](=[O:8])[C:6]=1[Cl:7].[SH:12][C:13]1[CH:18]=[CH:17][CH:16]=[CH:15][C:14]=1[OH:19]. Product: [Cl:7][C:6]1[C:5](=[O:8])[N:4]([CH2:9][CH3:10])[C:3](=[O:11])[C:2]=1[S:12][C:13]1[CH:18]=[CH:17][CH:16]=[CH:15][C:14]=1[OH:19]. The catalyst class is: 14. (5) Reactant: Cl.[F:2][C:3]1[CH:8]=[CH:7][CH:6]=[CH:5][C:4]=1[NH:9][C:10]1[O:14][C:13]([C:15]([NH:17][C:18]2[CH:23]=[CH:22][C:21]([C@H:24]3[CH2:29][CH2:28][C@H:27]([CH2:30][NH:31]C(=O)OC(C)(C)C)[CH2:26][CH2:25]3)=[CH:20][CH:19]=2)=[O:16])=[N:12][N:11]=1. Product: [NH2:31][CH2:30][C@H:27]1[CH2:28][CH2:29][C@H:24]([C:21]2[CH:20]=[CH:19][C:18]([NH:17][C:15]([C:13]3[O:14][C:10]([NH:9][C:4]4[CH:5]=[CH:6][CH:7]=[CH:8][C:3]=4[F:2])=[N:11][N:12]=3)=[O:16])=[CH:23][CH:22]=2)[CH2:25][CH2:26]1. The catalyst class is: 12. (6) Reactant: [Cl-].[Cl-].[Cl-].[Al+3].[Br:5][C:6]1[CH:7]=[C:8]2[CH:14]=[CH:13][NH:12][C:9]2=[N:10][CH:11]=1.[C:15](Cl)(=[O:17])[CH3:16]. Product: [Br:5][C:6]1[CH:7]=[C:8]2[C:14]([C:15](=[O:17])[CH3:16])=[CH:13][NH:12][C:9]2=[N:10][CH:11]=1. The catalyst class is: 4. (7) Reactant: C[N:2](C)/[CH:3]=[C:4](\[C:8]([F:11])([F:10])[F:9])/[C:5](=O)[CH3:6].O.[NH2:14]N. Product: [CH3:6][C:5]1[C:4]([C:8]([F:11])([F:10])[F:9])=[CH:3][NH:2][N:14]=1. The catalyst class is: 8. (8) Reactant: [CH3:1][O:2][C:3]1[CH:10]=[CH:9][C:6]([CH2:7][NH2:8])=[CH:5][CH:4]=1.Cl[C:12]1[C:21]2[C:16](=[CH:17][CH:18]=[CH:19][N:20]=2)[N:15]=[CH:14][CH:13]=1. Product: [CH3:1][O:2][C:3]1[CH:10]=[CH:9][C:6]([CH2:7][NH:8][C:12]2[C:21]3[C:16](=[CH:17][CH:18]=[CH:19][N:20]=3)[N:15]=[CH:14][CH:13]=2)=[CH:5][CH:4]=1. The catalyst class is: 114. (9) Product: [CH3:1][O:2][C:3]1[C:4]([CH2:13][CH:14]=[O:17])=[C:5]2[C:10](=[CH:11][CH:12]=1)[N:9]=[CH:8][CH:7]=[CH:6]2. The catalyst class is: 83. Reactant: [CH3:1][O:2][C:3]1[C:4]([CH2:13][CH:14]([OH:17])CO)=[C:5]2[C:10](=[CH:11][CH:12]=1)[N:9]=[CH:8][CH:7]=[CH:6]2.O.I([O-])(=O)(=O)=O.[Na+].[Cl-].[Na+]. (10) Reactant: [CH2:1]([O:8][C:9]1[CH:10]=[C:11]([CH2:16][C:17]([O-:19])=[O:18])[CH:12]=[C:13]([OH:15])[CH:14]=1)[C:2]1[CH:7]=[CH:6][CH:5]=[CH:4][CH:3]=1.[CH3:20]CN(C(C)C)C(C)C.[S:29](O[S:29]([C:32]([F:35])([F:34])[F:33])(=[O:31])=[O:30])([C:32]([F:35])([F:34])[F:33])(=[O:31])=[O:30]. Product: [CH2:1]([O:8][C:9]1[CH:10]=[C:11]([CH2:16][C:17]([O:19][CH3:20])=[O:18])[CH:12]=[C:13]([O:15][S:29]([C:32]([F:35])([F:34])[F:33])(=[O:31])=[O:30])[CH:14]=1)[C:2]1[CH:7]=[CH:6][CH:5]=[CH:4][CH:3]=1. The catalyst class is: 2.